The task is: Predict the reaction yield, written as a fraction of the theoretical maximum amount of product (1.0 means a 100% yield; for example, 0.34 means a 34% yield).. This data is from Reaction yield outcomes from USPTO patents with 853,638 reactions. (1) The reactants are [CH:1]1[C:10]2[C:5](=[CH:6][CH:7]=[CH:8][CH:9]=2)[CH:4]=[C:3]([C:11]([NH:13][C:14]2[NH:18][C:17]3[CH:19]=[CH:20][C:21]([O:26][CH3:27])=[C:22]([C:23](O)=[O:24])[C:16]=3[N:15]=2)=[O:12])[N:2]=1.CN(C(ON1N=NC2C=CC=CC1=2)=[N+](C)C)C.F[P-](F)(F)(F)(F)F.CCN(C(C)C)C(C)C.Cl.[CH3:62][S:63]([C:66]1[CH:73]=[CH:72][C:69]([CH2:70][NH2:71])=[CH:68][CH:67]=1)(=[O:65])=[O:64]. The catalyst is CN(C=O)C.[Cl-].[Na+].O. The product is [CH3:62][S:63]([C:66]1[CH:73]=[CH:72][C:69]([CH2:70][NH:71][C:23]([C:22]2[C:16]3[NH:15][C:14]([NH:13][C:11]([C:3]4[N:2]=[CH:1][C:10]5[C:5]([CH:4]=4)=[CH:6][CH:7]=[CH:8][CH:9]=5)=[O:12])=[N:18][C:17]=3[CH:19]=[CH:20][C:21]=2[O:26][CH3:27])=[O:24])=[CH:68][CH:67]=1)(=[O:64])=[O:65]. The yield is 0.470. (2) The reactants are [NH2:1][C@@H:2]([CH:5]([CH3:7])[CH3:6])[CH2:3][OH:4].C(N(C(C)C)CC)(C)C.[C:17]([CH:21]1[CH2:30][CH2:29][C:28]2[N:27]=[C:26]3[S:31][C:32]([C:34](Cl)=[O:35])=[CH:33][C:25]3=[CH:24][C:23]=2[CH2:22]1)([CH3:20])([CH3:19])[CH3:18]. The catalyst is C(Cl)Cl. The product is [OH:4][CH2:3][C@@H:2]([NH:1][C:34]([C:32]1[S:31][C:26]2=[N:27][C:28]3[CH2:29][CH2:30][CH:21]([C:17]([CH3:19])([CH3:18])[CH3:20])[CH2:22][C:23]=3[CH:24]=[C:25]2[CH:33]=1)=[O:35])[CH:5]([CH3:7])[CH3:6]. The yield is 0.950. (3) The reactants are [Br:1][C:2]1[CH:10]=[CH:9][C:5]([C:6]([OH:8])=[O:7])=[C:4]([F:11])[CH:3]=1.O=S(Cl)Cl.[CH3:16]O. No catalyst specified. The product is [Br:1][C:2]1[CH:10]=[CH:9][C:5]([C:6]([O:8][CH3:16])=[O:7])=[C:4]([F:11])[CH:3]=1. The yield is 0.940.